This data is from Reaction yield outcomes from USPTO patents with 853,638 reactions. The task is: Predict the reaction yield, written as a fraction of the theoretical maximum amount of product (1.0 means a 100% yield; for example, 0.34 means a 34% yield). (1) The reactants are [CH3:1][C:2]1[CH:11]=[C:10]([NH:12][C:13](=[O:15])[CH3:14])[C:9]2[C:4](=[CH:5][CH:6]=[CH:7][CH:8]=2)[N:3]=1.[OH-].[Na+]. No catalyst specified. The product is [CH3:1][C:2]1[CH:11]=[C:10]([NH:12][C:13](=[O:15])[CH3:14])[C:9]2[CH2:8][CH2:7][CH2:6][CH2:5][C:4]=2[N:3]=1. The yield is 0.780. (2) The reactants are [CH3:1][O:2][C:3]1[CH:4]=[C:5]2[C:10](=[CH:11][C:12]=1[O:13][CH3:14])[N:9]=[CH:8][CH:7]=[C:6]2[O:15][C:16]1[CH:22]=[CH:21][C:19]([NH2:20])=[CH:18][CH:17]=1.Cl[C:24](Cl)([O:26]C(=O)OC(Cl)(Cl)Cl)Cl.[CH3:35][CH2:36][CH2:37][CH2:38][CH:39]([OH:44])[CH2:40][CH2:41][CH2:42][CH3:43].C(=O)(O)[O-].[Na+]. The catalyst is C(Cl)Cl.C(N(CC)CC)C.C1(C)C=CC=CC=1. The yield is 0.0200. The product is [CH3:1][O:2][C:3]1[CH:4]=[C:5]2[C:10](=[CH:11][C:12]=1[O:13][CH3:14])[N:9]=[CH:8][CH:7]=[C:6]2[O:15][C:16]1[CH:22]=[CH:21][C:19]([NH:20][C:24](=[O:26])[O:44][CH:39]([CH2:40][CH2:41][CH2:42][CH3:43])[CH2:38][CH2:37][CH2:36][CH3:35])=[CH:18][CH:17]=1. (3) The reactants are [C:1]([C:3]1[CH:8]=[CH:7][C:6]([C:9]2[C:17]3[C:12](=[CH:13][C:14]([NH:18][S:19]([CH3:22])(=[O:21])=[O:20])=[CH:15][CH:16]=3)[N:11]([CH:23]([CH3:25])[CH3:24])[CH:10]=2)=[CH:5][CH:4]=1)#N.C(O)(=[O:28])C.N1C=CC=CC=1. The catalyst is [Ni].O. The product is [CH:1]([C:3]1[CH:8]=[CH:7][C:6]([C:9]2[C:17]3[C:12](=[CH:13][C:14]([NH:18][S:19]([CH3:22])(=[O:21])=[O:20])=[CH:15][CH:16]=3)[N:11]([CH:23]([CH3:25])[CH3:24])[CH:10]=2)=[CH:5][CH:4]=1)=[O:28]. The yield is 0.820.